This data is from Full USPTO retrosynthesis dataset with 1.9M reactions from patents (1976-2016). The task is: Predict the reactants needed to synthesize the given product. (1) Given the product [C:21]([O:20][CH2:19][C:12]1[CH:13]=[C:14]([CH:15]=[CH:16][C:11]=1[CH2:10][O:9][C:1](=[O:8])[C:2]1[CH:7]=[CH:6][CH:5]=[CH:4][CH:3]=1)[CH2:29][Br:30])(=[O:28])[C:22]1[CH:27]=[CH:26][CH:25]=[CH:24][CH:23]=1, predict the reactants needed to synthesize it. The reactants are: [C:1]([O:9][CH2:10][C:11]1[CH:16]=[CH:15][C:14](CO)=[CH:13][C:12]=1[CH2:19][O:20][C:21](=[O:28])[C:22]1[CH:27]=[CH:26][CH:25]=[CH:24][CH:23]=1)(=[O:8])[C:2]1[CH:7]=[CH:6][CH:5]=[CH:4][CH:3]=1.[C:29](Br)(Br)(Br)[Br:30].C1(P(C2C=CC=CC=2)C2C=CC=CC=2)C=CC=CC=1.O. (2) Given the product [C:1]([SiH2:5][O:6][C:7]([CH3:17])([CH3:16])[C:8]1[O:12][C:11]([CH2:13][N:22]2[C:18](=[O:28])[C:19]3[C:20](=[CH:24][CH:25]=[CH:26][CH:27]=3)[C:21]2=[O:23])=[N:10][C:9]=1[CH3:15])([CH3:4])([CH3:3])[CH3:2], predict the reactants needed to synthesize it. The reactants are: [C:1]([SiH2:5][O:6][C:7]([CH3:17])([CH3:16])[C:8]1[O:12][C:11]([CH2:13]Cl)=[N:10][C:9]=1[CH3:15])([CH3:4])([CH3:3])[CH3:2].[C:18]1(=[O:28])[NH:22][C:21](=[O:23])[C:20]2=[CH:24][CH:25]=[CH:26][CH:27]=[C:19]12.[K].O. (3) Given the product [F:17][C:2]([F:1])([F:16])/[CH:3]=[C:4](/[S:6]([C:9]1[CH:14]=[CH:13][CH:12]=[CH:11][CH:10]=1)(=[O:7])=[O:8])\[CH3:5], predict the reactants needed to synthesize it. The reactants are: [F:1][C:2]([F:17])([F:16])[CH2:3][C:4](I)([S:6]([C:9]1[CH:14]=[CH:13][CH:12]=[CH:11][CH:10]=1)(=[O:8])=[O:7])[CH3:5].C(N(CC)CC)C.C(=O)([O-])[O-].[K+].[K+]. (4) Given the product [CH3:3][N:4]([CH3:9])[C:5](=[O:25])[CH2:3][N:4]1[CH:9]=[CH:8][C:7]([N:10]2[CH:14]=[C:13]([C:15]#[C:16][C:17]3[CH:18]=[C:19]([CH3:23])[CH:20]=[CH:21][CH:22]=3)[N:12]=[C:11]2[CH3:24])=[CH:6][C:5]1=[O:25], predict the reactants needed to synthesize it. The reactants are: CS[CH2:3][N:4]1[CH:9]=[CH:8][C:7]([N:10]2[CH:14]=[C:13]([C:15]#[C:16][C:17]3[CH:18]=[C:19]([CH3:23])[CH:20]=[CH:21][CH:22]=3)[N:12]=[C:11]2[CH3:24])=[CH:6][C:5]1=[O:25].S([O-])(O[O-])(=O)=O.[K+].[K+]. (5) Given the product [NH2:1][C:2]1[N:3]=[C:4]([Cl:14])[C:5]([CH2:9][CH:10]=[O:13])=[C:6]([Cl:8])[N:7]=1, predict the reactants needed to synthesize it. The reactants are: [NH2:1][C:2]1[N:7]=[C:6]([Cl:8])[C:5]([CH2:9][CH:10]([OH:13])CO)=[C:4]([Cl:14])[N:3]=1.C([O-])(=O)C.[Pb+2].C([O-])(=O)C.